This data is from Full USPTO retrosynthesis dataset with 1.9M reactions from patents (1976-2016). The task is: Predict the reactants needed to synthesize the given product. (1) Given the product [Si:1]([O:8][CH2:9][C:10]1[C:11]([F:33])=[C:12]([N:16]2[CH2:19][CH:18]([CH:20]3[CH2:21][CH2:22][NH:23][CH2:24][CH2:25]3)[CH2:17]2)[CH:13]=[CH:14][CH:15]=1)([C:4]([CH3:7])([CH3:5])[CH3:6])([CH3:3])[CH3:2], predict the reactants needed to synthesize it. The reactants are: [Si:1]([O:8][CH2:9][C:10]1[C:11]([F:33])=[C:12]([N:16]2[CH2:19][CH:18]([CH:20]3[CH2:25][CH2:24][N:23](C(OC(C)(C)C)=O)[CH2:22][CH2:21]3)[CH2:17]2)[CH:13]=[CH:14][CH:15]=1)([C:4]([CH3:7])([CH3:6])[CH3:5])([CH3:3])[CH3:2].C(O)(C(F)(F)F)=O. (2) The reactants are: [OH:1][C:2]1[CH:3]=[C:4]([C@H:8]2[CH2:12][C:11]3([CH2:17][CH2:16][N:15]([C:18]([O:20][C:21]([CH3:24])([CH3:23])[CH3:22])=[O:19])[CH2:14][CH2:13]3)[O:10][CH2:9]2)[CH:5]=[CH:6][CH:7]=1.N1C=CC=CC=1.[F:31][C:32]([F:45])([F:44])[S:33](O[S:33]([C:32]([F:45])([F:44])[F:31])(=[O:35])=[O:34])(=[O:35])=[O:34]. Given the product [F:31][C:32]([F:45])([F:44])[S:33]([O:1][C:2]1[CH:3]=[C:4]([C@H:8]2[CH2:12][C:11]3([CH2:17][CH2:16][N:15]([C:18]([O:20][C:21]([CH3:24])([CH3:23])[CH3:22])=[O:19])[CH2:14][CH2:13]3)[O:10][CH2:9]2)[CH:5]=[CH:6][CH:7]=1)(=[O:35])=[O:34], predict the reactants needed to synthesize it. (3) The reactants are: BrCCBr.Cl[Si](C)(C)C.I[CH2:11][CH:12]1[CH2:17][CH2:16][CH2:15][N:14]([C:18]([O:20][C:21]([CH3:24])([CH3:23])[CH3:22])=[O:19])[CH2:13]1.Cl[C:26]1[N:31]=[CH:30][CH:29]=[CH:28][N:27]=1.C1(C)C=CC=CC=1P(C1C=CC=CC=1C)C1C=CC=CC=1C. Given the product [N:27]1[CH:28]=[CH:29][CH:30]=[N:31][C:26]=1[CH2:11][CH:12]1[CH2:17][CH2:16][CH2:15][N:14]([C:18]([O:20][C:21]([CH3:24])([CH3:23])[CH3:22])=[O:19])[CH2:13]1, predict the reactants needed to synthesize it. (4) Given the product [Cl:1][C:2]1[CH:7]=[CH:6][CH:5]=[CH:4][C:3]=1[C@H:8]([OH:10])[CH3:9], predict the reactants needed to synthesize it. The reactants are: [Cl:1][C:2]1[CH:7]=[CH:6][CH:5]=[CH:4][C:3]=1[C:8](=[O:10])[CH3:9].B1(C)OC(C2C=CC=CC=2)(C2C=CC=CC=2)[C@H]2N1CCC2.CSC.B.CO. (5) Given the product [C:1]1([N:7]2[C:11]([C:12]([Cl:15])([Cl:13])[Cl:14])=[N:10][C:9]([C:16]([OH:18])=[O:17])=[N:8]2)[CH:2]=[CH:3][CH:4]=[CH:5][CH:6]=1, predict the reactants needed to synthesize it. The reactants are: [C:1]1([N:7]2[C:11]([C:12]([Cl:15])([Cl:14])[Cl:13])=[N:10][C:9]([C:16]([O:18]CC)=[O:17])=[N:8]2)[CH:6]=[CH:5][CH:4]=[CH:3][CH:2]=1.O.[OH-].[Li+].C(O)(=O)C.